From a dataset of Forward reaction prediction with 1.9M reactions from USPTO patents (1976-2016). Predict the product of the given reaction. (1) Given the reactants [CH3:1][O:2][C:3]1[CH:4]=[CH:5][C:6]([NH2:9])=[N:7][CH:8]=1.[N+:10]([C:13]1[CH:18]=[CH:17][C:16]([S:19](Cl)(=[O:21])=[O:20])=[CH:15][CH:14]=1)([O-])=O, predict the reaction product. The product is: [NH2:10][C:13]1[CH:18]=[CH:17][C:16]([S:19]([NH:9][C:6]2[CH:5]=[CH:4][C:3]([O:2][CH3:1])=[CH:8][N:7]=2)(=[O:21])=[O:20])=[CH:15][CH:14]=1. (2) The product is: [C:1]([O:5][C:6]([N:8]1[CH2:12][CH2:11][CH2:10][CH:9]1[C:13]1[NH:14][C:15]([C:18]2[CH:27]=[CH:26][C:25]3[C:20](=[CH:21][CH:22]=[C:23]([C:52]4[CH:51]=[CH:50][C:49]([C:46]5[NH:45][C:44]([CH:40]6[CH2:41][CH2:42][CH2:43][N:39]6[C:37](=[O:38])[CH:9]([NH:8][C:6]([O:5][CH3:1])=[O:7])[CH:10]6[CH2:74][CH2:75][O:76][CH2:77][CH2:11]6)=[N:48][CH:47]=5)=[CH:54][CH:53]=4)[CH:24]=3)[CH:19]=2)=[CH:16][N:17]=1)=[O:7])([CH3:4])([CH3:3])[CH3:2]. Given the reactants [C:1]([O:5][C:6]([N:8]1[CH2:12][CH2:11][CH2:10][CH:9]1[C:13]1[NH:14][C:15]([C:18]2[CH:27]=[CH:26][C:25]3[C:20](=[CH:21][CH:22]=[C:23](Br)[CH:24]=3)[CH:19]=2)=[CH:16][N:17]=1)=[O:7])([CH3:4])([CH3:3])[CH3:2].C(O[C:37]([N:39]1[CH2:43][CH2:42][CH2:41][CH:40]1[C:44]1[NH:45][C:46]([C:49]2[CH:54]=[CH:53][C:52](B3OC(C)(C)C(C)(C)O3)=[CH:51][CH:50]=2)=[CH:47][N:48]=1)=[O:38])C1C=CC=CC=1.P([O-])([O-])([O-])=O.[K+].[K+].[K+].CO[CH2:74][CH2:75][O:76][CH3:77], predict the reaction product. (3) Given the reactants [Cl:1][C:2]1[CH:3]=[CH:4][C:5]([O:25][CH2:26][C:27]2[CH:32]=[CH:31][CH:30]=[CH:29][CH:28]=2)=[C:6]([C:8]2[CH2:13][CH2:12][CH2:11][CH2:10][C:9]=2[C:14]2[N:19]=[C:18]([C:20]([O:22]CC)=[O:21])[CH:17]=[CH:16][CH:15]=2)[CH:7]=1.[OH-].[Na+:34].C(O)(=O)C, predict the reaction product. The product is: [Na+:34].[Cl:1][C:2]1[CH:3]=[CH:4][C:5]([O:25][CH2:26][C:27]2[CH:32]=[CH:31][CH:30]=[CH:29][CH:28]=2)=[C:6]([C:8]2[CH2:13][CH2:12][CH2:11][CH2:10][C:9]=2[C:14]2[N:19]=[C:18]([C:20]([O-:22])=[O:21])[CH:17]=[CH:16][CH:15]=2)[CH:7]=1. (4) Given the reactants Cl.[CH3:2][C:3]1[CH:7]=[C:6]([CH2:8][C:9]([OH:11])=O)[O:5][N:4]=1.[CH2:12]([C@H:19]1[CH2:23][NH:22][C@H:21]([C:24]([NH:26][C:27]2[CH:32]=[CH:31][C:30]([O:33][C:34]3[CH:39]=[CH:38][C:37]([F:40])=[CH:36][CH:35]=3)=[CH:29][CH:28]=2)=[O:25])[CH2:20]1)[C:13]1[CH:18]=[CH:17][CH:16]=[CH:15][CH:14]=1, predict the reaction product. The product is: [CH2:12]([C@H:19]1[CH2:23][N:22]([C:9](=[O:11])[CH2:8][C:6]2[O:5][N:4]=[C:3]([CH3:2])[CH:7]=2)[C@H:21]([C:24]([NH:26][C:27]2[CH:32]=[CH:31][C:30]([O:33][C:34]3[CH:35]=[CH:36][C:37]([F:40])=[CH:38][CH:39]=3)=[CH:29][CH:28]=2)=[O:25])[CH2:20]1)[C:13]1[CH:14]=[CH:15][CH:16]=[CH:17][CH:18]=1. (5) Given the reactants Cl[C:2]1[CH:11]=[CH:10][C:9]2[C:8](=[O:12])[CH2:7][CH2:6][CH2:5][C:4]=2[N:3]=1.[C:13]([C:15]1[CH:20]=[CH:19][CH:18]=[CH:17][CH:16]=1)#[CH:14], predict the reaction product. The product is: [C:15]1([C:13]#[C:14][C:2]2[CH:11]=[CH:10][C:9]3[C:8](=[O:12])[CH2:7][CH2:6][CH2:5][C:4]=3[N:3]=2)[CH:20]=[CH:19][CH:18]=[CH:17][CH:16]=1. (6) Given the reactants [Cl:1][C:2]1[C:11]2[C:6](=[CH:7][CH:8]=[CH:9][C:10]=2[O:12][CH:13]2[CH2:18][CH2:17][N:16]([CH3:19])[CH2:15][CH2:14]2)[N:5]=[CH:4][N:3]=1.[Cl:20][C:21]1[CH:22]=[C:23]([CH:25]=[CH:26][C:27]=1[C:28](=[O:34])[C:29]1[S:33][CH:32]=[CH:31][CH:30]=1)[NH2:24], predict the reaction product. The product is: [ClH:1].[Cl:20][C:21]1[CH:22]=[C:23]([CH:25]=[CH:26][C:27]=1[C:28](=[O:34])[C:29]1[S:33][CH:32]=[CH:31][CH:30]=1)[NH:24][C:2]1[C:11]2[C:6](=[CH:7][CH:8]=[CH:9][C:10]=2[O:12][CH:13]2[CH2:18][CH2:17][N:16]([CH3:19])[CH2:15][CH2:14]2)[N:5]=[CH:4][N:3]=1. (7) Given the reactants [NH:1]1[C:9]2[C:4](=[CH:5][CH:6]=[CH:7][CH:8]=2)[C:3]([C:10]([O:12][CH2:13][CH3:14])=[O:11])=[N:2]1.Br[CH2:16][C:17]1[CH:22]=[CH:21][CH:20]=[CH:19][N:18]=1, predict the reaction product. The product is: [N:18]1[CH:19]=[CH:20][CH:21]=[CH:22][C:17]=1[CH2:16][N:1]1[C:9]2[C:4](=[CH:5][CH:6]=[CH:7][CH:8]=2)[C:3]([C:10]([O:12][CH2:13][CH3:14])=[O:11])=[N:2]1. (8) Given the reactants CN1CCOCC1.[F:8][C:9]([F:18])([F:17])[C:10]([OH:16])([CH3:15])[CH2:11][C:12]([OH:14])=O.Cl.[NH2:20][C@H:21]([CH3:32])[C:22]([O:24][CH2:25][C:26]1[CH:31]=[CH:30][CH:29]=[CH:28][CH:27]=1)=[O:23].CN(C(ON1N=NC2C=CC=NC1=2)=[N+](C)C)C.F[P-](F)(F)(F)(F)F, predict the reaction product. The product is: [F:17][C:9]([F:8])([F:18])[C:10]([OH:16])([CH3:15])[CH2:11][C:12]([NH:20][C@H:21]([CH3:32])[C:22]([O:24][CH2:25][C:26]1[CH:31]=[CH:30][CH:29]=[CH:28][CH:27]=1)=[O:23])=[O:14].